From a dataset of Catalyst prediction with 721,799 reactions and 888 catalyst types from USPTO. Predict which catalyst facilitates the given reaction. (1) Reactant: [CH2:1]([C:3]1[O:7][N:6]=[C:5]([C:8]([OH:10])=O)[CH:4]=1)[CH3:2].C(Cl)(=O)C(Cl)=O.[N-:17]=[N+:18]=[N-:19].[Na+]. Product: [CH2:1]([C:3]1[O:7][N:6]=[C:5]([C:8]([N:17]=[N+:18]=[N-:19])=[O:10])[CH:4]=1)[CH3:2]. The catalyst class is: 638. (2) Reactant: [Br:1][C:2]1[CH:3]=[C:4]([CH2:8][CH:9]=[O:10])[CH:5]=[CH:6][CH:7]=1.C1CCN2C(=NCCC2)CC1.[N+:22]([CH2:25][CH3:26])([O-:24])=[O:23]. Product: [Br:1][C:2]1[CH:3]=[C:4]([CH2:8][CH:9]([OH:10])[CH:25]([N+:22]([O-:24])=[O:23])[CH3:26])[CH:5]=[CH:6][CH:7]=1. The catalyst class is: 1. (3) Reactant: F[B-](F)(F)F.[CH3:6][O+](C)C.C([N:13]1[C:17]([CH3:18])=[C:16]([C:19](=[O:21])[CH3:20])[N:15]=[C:14]1[CH3:22])(=O)C. Product: [CH3:22][C:14]1[N:15]([CH3:6])[C:16]([C:19](=[O:21])[CH3:20])=[C:17]([CH3:18])[N:13]=1. The catalyst class is: 2. (4) Reactant: [F:1][CH:2]([F:22])[O:3][C:4]1[CH:5]=[CH:6][C:7]2[CH:13]([CH3:14])[CH2:12][N:11](C(=O)C(F)(F)F)[CH2:10][CH2:9][C:8]=2[N:21]=1.C([O-])([O-])=O.[K+].[K+].CO. Product: [F:22][CH:2]([F:1])[O:3][C:4]1[CH:5]=[CH:6][C:7]2[CH:13]([CH3:14])[CH2:12][NH:11][CH2:10][CH2:9][C:8]=2[N:21]=1. The catalyst class is: 6. (5) Reactant: [CH3:1][O:2][C:3]1[C:4]([CH2:25][N:26]2[CH2:31][CH2:30][N:29](C(OC(C)(C)C)=O)[CH2:28][CH2:27]2)=[C:5]2[C:9](=[CH:10][CH:11]=1)[N:8]([S:12]([C:15]1[CH:20]=[CH:19][CH:18]=[CH:17][CH:16]=1)(=[O:14])=[O:13])[C:7]([C:21]([NH:23][CH3:24])=[O:22])=[CH:6]2.[C:39]([OH:45])([C:41]([F:44])([F:43])[F:42])=[O:40]. Product: [F:42][C:41]([F:44])([F:43])[C:39]([OH:45])=[O:40].[CH3:1][O:2][C:3]1[C:4]([CH2:25][N:26]2[CH2:27][CH2:28][NH:29][CH2:30][CH2:31]2)=[C:5]2[C:9](=[CH:10][CH:11]=1)[N:8]([S:12]([C:15]1[CH:16]=[CH:17][CH:18]=[CH:19][CH:20]=1)(=[O:14])=[O:13])[C:7]([C:21]([NH:23][CH3:24])=[O:22])=[CH:6]2. The catalyst class is: 2. (6) Reactant: [Cl:1][C:2]1[N:10]=[C:9]2[C:5]([N:6]=[CH:7][N:8]2[CH:11]2[CH2:15][CH2:14][CH2:13][CH2:12]2)=[C:4](Cl)[N:3]=1.[CH3:17][O:18][C:19]1[CH:20]=[C:21]([CH:24]=[C:25]([O:29][CH3:30])[C:26]=1[O:27][CH3:28])[CH2:22][NH2:23]. Product: [Cl:1][C:2]1[N:10]=[C:9]2[C:5]([N:6]=[CH:7][N:8]2[CH:11]2[CH2:15][CH2:14][CH2:13][CH2:12]2)=[C:4]([NH:23][CH2:22][C:21]2[CH:24]=[C:25]([O:29][CH3:30])[C:26]([O:27][CH3:28])=[C:19]([O:18][CH3:17])[CH:20]=2)[N:3]=1. The catalyst class is: 66.